The task is: Predict which catalyst facilitates the given reaction.. This data is from Catalyst prediction with 721,799 reactions and 888 catalyst types from USPTO. (1) Reactant: [Si]([O:8][CH2:9][CH2:10][CH:11]([CH3:31])[CH:12]([C:23]1[CH:28]=[C:27]([F:29])[CH:26]=[CH:25][C:24]=1[F:30])[S:13]([C:16]1[CH:21]=[CH:20][C:19]([Cl:22])=[CH:18][CH:17]=1)(=[O:15])=[O:14])(C(C)(C)C)(C)C.N1C=CC=CC=1.F.C(OCC)(=O)C.CCCCCC. Product: [Cl:22][C:19]1[CH:18]=[CH:17][C:16]([S:13]([CH:12]([C:23]2[CH:28]=[C:27]([F:29])[CH:26]=[CH:25][C:24]=2[F:30])[CH:11]([CH3:31])[CH2:10][CH2:9][OH:8])(=[O:15])=[O:14])=[CH:21][CH:20]=1. The catalyst class is: 54. (2) Reactant: [CH:1]1([C:7]2[N:11]([CH2:12][C:13]3[CH:21]=[CH:20][C:16]([C:17](O)=[O:18])=[CH:15][CH:14]=3)[N:10]=[C:9]([C:22]3[CH:27]=[CH:26][C:25]([O:28][C:29]([F:32])([F:31])[F:30])=[CH:24][CH:23]=3)[CH:8]=2)[CH2:6][CH2:5][CH2:4][CH2:3][CH2:2]1.C1C=CC2N(O)N=NC=2C=1.C(N(C(C)C)CC)(C)C.Cl.[CH2:53]([O:55][C:56](=[O:61])[C@H:57]([CH2:59][NH2:60])N)[CH3:54]. Product: [CH:1]1([C:7]2[N:11]([CH2:12][C:13]3[CH:21]=[CH:20][C:16]([C:17]([NH:60][CH2:59][CH2:57][C:56]([O:55][CH2:53][CH3:54])=[O:61])=[O:18])=[CH:15][CH:14]=3)[N:10]=[C:9]([C:22]3[CH:27]=[CH:26][C:25]([O:28][C:29]([F:30])([F:31])[F:32])=[CH:24][CH:23]=3)[CH:8]=2)[CH2:6][CH2:5][CH2:4][CH2:3][CH2:2]1. The catalyst class is: 607. (3) Reactant: [Br:1][C:2]1[CH:7]=[C:6]([O:8][CH3:9])[CH:5]=[CH:4][C:3]=1[C:10](=[O:12])[CH3:11].[CH3:13][Mg+].[Br-].[Cl-].[NH4+]. Product: [Br:1][C:2]1[CH:7]=[C:6]([O:8][CH3:9])[CH:5]=[CH:4][C:3]=1[C:10]([OH:12])([CH3:13])[CH3:11]. The catalyst class is: 1. (4) Reactant: [NH2:1][CH:2]1[CH2:16][O:15][C:5]2=[CH:6][CH:7]=[C:8]3[C:13]([C:12](=[O:14])[NH:11][CH2:10][CH2:9]3)=[C:4]2[CH2:3]1.[F:17][C:18]1[CH:19]=[C:20]2[C:24](=[CH:25][CH:26]=1)[NH:23][CH:22]=[C:21]2[CH2:27][CH2:28][CH:29]=O.[BH3-]C#N.[Na+]. Product: [F:17][C:18]1[CH:19]=[C:20]2[C:24](=[CH:25][CH:26]=1)[NH:23][CH:22]=[C:21]2[CH2:27][CH2:28][CH2:29][NH:1][CH:2]1[CH2:16][O:15][C:5]2=[CH:6][CH:7]=[C:8]3[C:13]([C:12](=[O:14])[NH:11][CH2:10][CH2:9]3)=[C:4]2[CH2:3]1. The catalyst class is: 404. (5) Reactant: O[CH2:2][C:3]1[CH:11]=[C:10]2[C:6]([C:7]([CH3:14])([CH3:13])[C:8]([CH3:12])=[N:9]2)=[CH:5][CH:4]=1.C1C(=O)N([Br:22])C(=O)C1.C1C=CC(P(C2C=CC=CC=2)C2C=CC=CC=2)=CC=1. Product: [Br:22][CH2:2][C:3]1[CH:11]=[C:10]2[C:6]([C:7]([CH3:14])([CH3:13])[C:8]([CH3:12])=[N:9]2)=[CH:5][CH:4]=1. The catalyst class is: 2. (6) Reactant: Br[CH2:2]/[CH:3]=[CH:4]/[CH2:5][O:6][CH2:7][C@H:8]1[CH2:13][CH2:12][C@H:11]([CH2:14][N:15]([CH3:29])[S:16]([C:19]2[CH:24]=[CH:23][C:22]([C:25]([F:28])([F:27])[F:26])=[CH:21][CH:20]=2)(=[O:18])=[O:17])[CH2:10][CH2:9]1.[NH:30]1[CH2:35][CH2:34][O:33][CH2:32][CH2:31]1. Product: [CH3:29][N:15]([CH2:14][C@H:11]1[CH2:12][CH2:13][C@H:8]([CH2:7][O:6][CH2:5]/[CH:4]=[CH:3]/[CH2:2][N:30]2[CH2:35][CH2:34][O:33][CH2:32][CH2:31]2)[CH2:9][CH2:10]1)[S:16]([C:19]1[CH:24]=[CH:23][C:22]([C:25]([F:28])([F:27])[F:26])=[CH:21][CH:20]=1)(=[O:18])=[O:17]. The catalyst class is: 80.